Dataset: Catalyst prediction with 721,799 reactions and 888 catalyst types from USPTO. Task: Predict which catalyst facilitates the given reaction. Reactant: [CH3:1][O:2][C:3]1[CH:4]=[CH:5][C:6]2[NH:12][C:11](=[O:13])[N:10]([CH:14]3[CH2:19][CH2:18][NH:17][CH2:16][CH2:15]3)[CH2:9][CH2:8][C:7]=2[CH:20]=1.Cl[C:22]1[N:27]=[CH:26][N:25]=[C:24]([C:28]([C:30]2[CH:31]=[C:32]3[C:36](=[C:37]([CH3:39])[CH:38]=2)[N:35]([CH3:40])[N:34]=[CH:33]3)=[O:29])[CH:23]=1. Product: [CH3:40][N:35]1[C:36]2[C:32](=[CH:31][C:30]([C:28]([C:24]3[N:25]=[CH:26][N:27]=[C:22]([N:17]4[CH2:18][CH2:19][CH:14]([N:10]5[CH2:9][CH2:8][C:7]6[CH:20]=[C:3]([O:2][CH3:1])[CH:4]=[CH:5][C:6]=6[NH:12][C:11]5=[O:13])[CH2:15][CH2:16]4)[CH:23]=3)=[O:29])=[CH:38][C:37]=2[CH3:39])[CH:33]=[N:34]1. The catalyst class is: 3.